Dataset: Catalyst prediction with 721,799 reactions and 888 catalyst types from USPTO. Task: Predict which catalyst facilitates the given reaction. (1) Reactant: [CH:1]1([C:4]([N:6]2[CH2:10][CH2:9][C@@H:8]([CH2:11][NH:12][C:13]3[CH:18]=[CH:17][CH:16]=[CH:15][C:14]=3[N+:19]([O-])=O)[CH2:7]2)=[O:5])[CH2:3][CH2:2]1. Product: [CH:1]1([C:4]([N:6]2[CH2:10][CH2:9][C@@H:8]([CH2:11][NH:12][C:13]3[C:14]([NH2:19])=[CH:15][CH:16]=[CH:17][CH:18]=3)[CH2:7]2)=[O:5])[CH2:3][CH2:2]1. The catalyst class is: 19. (2) Reactant: [CH2:32]([C:25]1[CH:24]=[C:23]2[C:28]([CH:29]=[C:30]([OH:31])[C:21]([C:21]3[C:30]([OH:31])=[CH:29][C:28]4[C:23](=[CH:24][C:25]([CH2:32][CH2:33][CH2:34][CH2:35][CH2:36][CH2:37][CH2:38][CH2:39][CH2:40][CH3:41])=[CH:26][CH:27]=4)[CH:22]=3)=[CH:22]2)=[CH:27][CH:26]=1)[CH2:33][CH2:34][CH2:35][CH2:36][CH2:37][CH2:38][CH2:39][CH2:40][CH3:41]. Product: [CH2:21]([C:21]1[CH:22]=[C:23]2[C:28](=[CH:29][CH:30]=1)[CH:27]=[C:26]1[O:31][C:30]3[CH:21]=[C:22]4[C:27]([CH:26]=[C:25]([CH2:32][CH2:33][CH2:34][CH2:35][CH2:36][CH2:37][CH2:38][CH2:39][CH2:40][CH3:41])[CH:24]=[CH:23]4)=[CH:28][C:29]=3[C:25]1=[CH:24]2)[CH2:22][CH2:23][CH2:24][CH2:25][CH2:26][CH2:27][CH2:28][CH2:29][CH3:30]. The catalyst class is: 262. (3) Reactant: [F:1][C:2]1[CH:3]=[C:4]([C:15]2[CH:20]=[CH:19][C:18]([C:21]([F:24])([F:23])[F:22])=[CH:17][C:16]=2[O:25]COCC[Si](C)(C)C)[CH:5]=[CH:6][C:7]=1[C:8]1[CH:9]=[N:10][C:11]([NH2:14])=[N:12][CH:13]=1.C(O)(=O)C.Cl. Product: [NH2:14][C:11]1[N:10]=[CH:9][C:8]([C:7]2[CH:6]=[CH:5][C:4]([C:15]3[C:16]([OH:25])=[CH:17][C:18]([C:21]([F:24])([F:22])[F:23])=[CH:19][CH:20]=3)=[CH:3][C:2]=2[F:1])=[CH:13][N:12]=1. The catalyst class is: 375. (4) Reactant: Cl.[CH3:2][N:3]1[CH2:8][CH2:7][N:6]([C:9]2[CH:17]=[CH:16][C:12]([C:13]([OH:15])=O)=[C:11]([N+:18]([O-:20])=[O:19])[CH:10]=2)[CH2:5][CH2:4]1.C(Cl)(=O)C(Cl)=O.[NH2:27][C:28]1[C:36]2[C:31](=[CH:32][CH:33]=[C:34]([C:37]([C:39]3[CH:44]=[C:43]([F:45])[CH:42]=[C:41]([F:46])[CH:40]=3)=[O:38])[CH:35]=2)[N:30]([C:47]([C:60]2[CH:65]=[CH:64][CH:63]=[CH:62][CH:61]=2)([C:54]2[CH:59]=[CH:58][CH:57]=[CH:56][CH:55]=2)[C:48]2[CH:53]=[CH:52][CH:51]=[CH:50][CH:49]=2)[N:29]=1.C(N(CC)C(C)C)(C)C. Product: [F:46][C:41]1[CH:40]=[C:39]([CH:44]=[C:43]([F:45])[CH:42]=1)[C:37]([C:34]1[CH:35]=[C:36]2[C:31](=[CH:32][CH:33]=1)[N:30]([C:47]([C:60]1[CH:61]=[CH:62][CH:63]=[CH:64][CH:65]=1)([C:48]1[CH:53]=[CH:52][CH:51]=[CH:50][CH:49]=1)[C:54]1[CH:55]=[CH:56][CH:57]=[CH:58][CH:59]=1)[N:29]=[C:28]2[NH:27][C:13](=[O:15])[C:12]1[CH:16]=[CH:17][C:9]([N:6]2[CH2:5][CH2:4][N:3]([CH3:2])[CH2:8][CH2:7]2)=[CH:10][C:11]=1[N+:18]([O-:20])=[O:19])=[O:38]. The catalyst class is: 213. (5) Product: [NH2:26][C:21]1[CH:20]=[C:19]2[C:24]([CH:25]=[C:16]([C:11]3[CH:12]=[CH:13][C:14]([F:15])=[C:9]([NH2:8])[CH:10]=3)[C:17](=[O:38])[N:18]2[CH2:36][CH3:37])=[CH:23][N:22]=1. Reactant: C(O)(C(F)(F)F)=O.[NH2:8][C:9]1[CH:10]=[C:11]([C:16]2[C:17](=[O:38])[N:18]([CH2:36][CH3:37])[C:19]3[C:24]([CH:25]=2)=[CH:23][N:22]=[C:21]([NH:26]CC2C=CC(OC)=CC=2)[CH:20]=3)[CH:12]=[CH:13][C:14]=1[F:15].C([O-])(O)=O.[Na+]. The catalyst class is: 2.